Dataset: Reaction yield outcomes from USPTO patents with 853,638 reactions. Task: Predict the reaction yield, written as a fraction of the theoretical maximum amount of product (1.0 means a 100% yield; for example, 0.34 means a 34% yield). (1) The reactants are [CH3:1][O:2][C:3]1[CH:9]=[CH:8][C:7]([C:10]([F:13])([F:12])[F:11])=[CH:6][C:4]=1[NH2:5].N1C=CC=CC=1.Cl[C:21](OC1C=CC=CC=1)=[O:22].[Cl:30][C:31]1[CH:37]=[C:36]([O:38][C:39]2[C:40]3[N:47]([CH3:48])[CH:46]=[CH:45][C:41]=3[N:42]=[CH:43][N:44]=2)[CH:35]=[CH:34][C:32]=1[NH2:33]. The catalyst is CN1CCCC1=O.[OH-].[Na+]. The product is [Cl:30][C:31]1[CH:37]=[C:36]([O:38][C:39]2[C:40]3[N:47]([CH3:48])[CH:46]=[CH:45][C:41]=3[N:42]=[CH:43][N:44]=2)[CH:35]=[CH:34][C:32]=1[NH:33][C:21]([NH:5][C:4]1[CH:6]=[C:7]([C:10]([F:11])([F:12])[F:13])[CH:8]=[CH:9][C:3]=1[O:2][CH3:1])=[O:22]. The yield is 0.710. (2) The reactants are [F:1][C:2]1[C:7]([F:8])=[C:6]([O:9][CH2:10][CH2:11][N:12]2[CH2:17][CH2:16][O:15][CH2:14][CH2:13]2)[CH:5]=[CH:4][C:3]=1[CH2:18][N:19]([N:46]([CH3:55])[C:47]1([C:51](OC)=[O:52])[CH2:50][CH2:49][CH2:48]1)[C:20](=[O:45])[CH2:21][C:22](=[O:44])[NH:23][C:24]1[CH:29]=[CH:28][C:27]([C:30]([F:33])([F:32])[F:31])=[CH:26][C:25]=1[C:34]1[CH:39]=[C:38]([C:40]([F:43])([F:42])[F:41])[N:37]=[CH:36][N:35]=1.C(=O)([O-])[O-].[K+].[K+].C(O)=O.O. The catalyst is CO.CN(C)C=O. The product is [F:1][C:2]1[C:7]([F:8])=[C:6]([O:9][CH2:10][CH2:11][N:12]2[CH2:17][CH2:16][O:15][CH2:14][CH2:13]2)[CH:5]=[CH:4][C:3]=1[CH2:18][N:19]1[C:20](=[O:45])[C:21]([C:22]([NH:23][C:24]2[CH:29]=[CH:28][C:27]([C:30]([F:33])([F:32])[F:31])=[CH:26][C:25]=2[C:34]2[CH:39]=[C:38]([C:40]([F:42])([F:43])[F:41])[N:37]=[CH:36][N:35]=2)=[O:44])=[C:51]([OH:52])[C:47]2([CH2:50][CH2:49][CH2:48]2)[N:46]1[CH3:55]. The yield is 0.760. (3) The reactants are Cl[C:2]1[N:11]=[CH:10][CH:9]=[C:8]([Cl:12])[C:3]=1[C:4]([O:6][CH3:7])=[O:5].[CH3:13]B1OB(C)OB(C)O1.C([O-])([O-])=O.[Cs+].[Cs+]. The catalyst is O1CCOCC1.O.C1C=CC(P(C2C=CC=CC=2)[C-]2C=CC=C2)=CC=1.C1C=CC(P(C2C=CC=CC=2)[C-]2C=CC=C2)=CC=1.Cl[Pd]Cl.[Fe+2]. The product is [Cl:12][C:8]1[C:3]([C:4]([O:6][CH3:7])=[O:5])=[C:2]([CH3:13])[N:11]=[CH:10][CH:9]=1. The yield is 0.310. (4) The reactants are [Br:1][C:2]1[S:3][C:4](Br)=[N:5][N:6]=1.[NH:8]1[CH2:13][CH2:12][CH:11]([C:14]([NH2:16])=[O:15])[CH2:10][CH2:9]1. The catalyst is CCO.O. The product is [Br:1][C:2]1[S:3][C:4]([N:8]2[CH2:13][CH2:12][CH:11]([C:14]([NH2:16])=[O:15])[CH2:10][CH2:9]2)=[N:5][N:6]=1. The yield is 0.880. (5) The reactants are [NH2:1][C:2]1[CH:3]=[C:4]([N:8]2[CH2:13][CH2:12][N:11]([C:14](=[O:16])[CH3:15])[CH2:10][CH2:9]2)[CH:5]=[CH:6][CH:7]=1.[CH:17](O)=[O:18]. No catalyst specified. The product is [C:14]([N:11]1[CH2:10][CH2:9][N:8]([C:4]2[CH:3]=[C:2]([NH:1][CH:17]=[O:18])[CH:7]=[CH:6][CH:5]=2)[CH2:13][CH2:12]1)(=[O:16])[CH3:15]. The yield is 0.870. (6) The reactants are [Cl:1][C:2]1[N:3]=[C:4](Cl)[C:5]2[CH2:10][CH2:9][CH:8]([C:11]3[CH:16]=[CH:15][C:14]([O:17][C:18]([F:21])([F:20])[F:19])=[CH:13][CH:12]=3)[C:6]=2[N:7]=1.[CH2:23]([NH2:25])[CH3:24]. The catalyst is CO. The product is [Cl:1][C:2]1[N:3]=[C:4]([NH:25][CH2:23][CH3:24])[C:5]2[CH2:10][CH2:9][CH:8]([C:11]3[CH:16]=[CH:15][C:14]([O:17][C:18]([F:21])([F:20])[F:19])=[CH:13][CH:12]=3)[C:6]=2[N:7]=1. The yield is 0.930. (7) The catalyst is C1COCC1. The product is [N:1]([C@H:4]([CH3:25])[CH2:5][N:6]1[C:14]2[C:9](=[CH:10][CH:11]=[C:12]3[O:18][CH2:17][CH:16]([OH:19])[CH2:15][C:13]3=2)[CH:8]=[N:7]1)=[N+:2]=[N-:3]. The yield is 0.920. The reactants are [N:1]([C@H:4]([CH3:25])[CH2:5][N:6]1[C:14]2[C:9](=[CH:10][CH:11]=[C:12]3[O:18][CH2:17][CH:16]([O:19]C(OCC)C)[CH2:15][C:13]3=2)[CH:8]=[N:7]1)=[N+:2]=[N-:3].Cl.C(=O)(O)[O-].[Na+].